This data is from Aqueous solubility values for 9,982 compounds from the AqSolDB database. The task is: Regression/Classification. Given a drug SMILES string, predict its absorption, distribution, metabolism, or excretion properties. Task type varies by dataset: regression for continuous measurements (e.g., permeability, clearance, half-life) or binary classification for categorical outcomes (e.g., BBB penetration, CYP inhibition). For this dataset (solubility_aqsoldb), we predict Y. The drug is ClC(Cl)=C(Cl)C(Cl)(Cl)Cl. The Y is -4.17 log mol/L.